This data is from Peptide-MHC class I binding affinity with 185,985 pairs from IEDB/IMGT. The task is: Regression. Given a peptide amino acid sequence and an MHC pseudo amino acid sequence, predict their binding affinity value. This is MHC class I binding data. (1) The peptide sequence is ELQATEDAKL. The MHC is HLA-A02:03 with pseudo-sequence HLA-A02:03. The binding affinity (normalized) is 0.0293. (2) The peptide sequence is IISIRPRVTK. The MHC is HLA-A11:01 with pseudo-sequence HLA-A11:01. The binding affinity (normalized) is 0.554. (3) The peptide sequence is AAKKKGASL. The MHC is HLA-A29:02 with pseudo-sequence HLA-A29:02. The binding affinity (normalized) is 0.0847.